From a dataset of Full USPTO retrosynthesis dataset with 1.9M reactions from patents (1976-2016). Predict the reactants needed to synthesize the given product. (1) Given the product [Cl-:8].[NH4+:6].[S:1]([O-:5])([O-:4])(=[O:3])=[O:2].[Na+:9].[Na+:9], predict the reactants needed to synthesize it. The reactants are: [S:1]([O-:5])([O-:4])(=[O:3])=[O:2].[NH4+:6].[NH4+].[Cl-:8].[Na+:9]. (2) Given the product [Br:1][C:2]1[C:3]([CH3:12])=[C:4]([CH:9]=[CH:10][CH:11]=1)[CH2:5][OH:6], predict the reactants needed to synthesize it. The reactants are: [Br:1][C:2]1[C:3]([CH3:12])=[C:4]([CH:9]=[CH:10][CH:11]=1)[C:5](OC)=[O:6].[H-].[Al+3].[Li+].[H-].[H-].[H-].O.O.O.O.O.O.O.O.O.O.[O-]S([O-])(=O)=O.[Na+].[Na+].